Dataset: Full USPTO retrosynthesis dataset with 1.9M reactions from patents (1976-2016). Task: Predict the reactants needed to synthesize the given product. Given the product [C:22]([C:3]1[N:4]=[CH:5][C:6]([N:8]2[CH2:13][CH2:12][CH2:11][C@@H:10]([NH:14][C:15](=[O:21])[O:16][C:17]([CH3:20])([CH3:19])[CH3:18])[CH2:9]2)=[N:7][C:2]=1[NH:35][C:34]1[CH:36]=[CH:37][C:31]([CH:28]2[CH2:27][CH2:26][N:25]([CH3:24])[CH2:30][CH2:29]2)=[CH:32][CH:33]=1)#[N:23], predict the reactants needed to synthesize it. The reactants are: Cl[C:2]1[N:7]=[C:6]([N:8]2[CH2:13][CH2:12][CH2:11][C@@H:10]([NH:14][C:15](=[O:21])[O:16][C:17]([CH3:20])([CH3:19])[CH3:18])[CH2:9]2)[CH:5]=[N:4][C:3]=1[C:22]#[N:23].[CH3:24][N:25]1[CH2:30][CH2:29][CH:28]([C:31]2[CH:37]=[CH:36][C:34]([NH2:35])=[CH:33][CH:32]=2)[CH2:27][CH2:26]1.C(=O)([O-])[O-].[Cs+].[Cs+].C1C=CC(P(C2C(C3C(P(C4C=CC=CC=4)C4C=CC=CC=4)=CC=C4C=3C=CC=C4)=C3C(C=CC=C3)=CC=2)C2C=CC=CC=2)=CC=1.